From a dataset of Catalyst prediction with 721,799 reactions and 888 catalyst types from USPTO. Predict which catalyst facilitates the given reaction. (1) Reactant: Br[C:2]1[N:7]2[N:8]=[C:9]([NH:11][C:12](=[O:19])[C:13]3[CH:18]=[CH:17][CH:16]=[N:15][CH:14]=3)[N:10]=[C:6]2[CH:5]=[CH:4][CH:3]=1.[CH:20]1([NH2:23])[CH2:22][CH2:21]1. Product: [CH:20]1([NH:23][C:2]2[N:7]3[N:8]=[C:9]([NH:11][C:12](=[O:19])[C:13]4[CH:18]=[CH:17][CH:16]=[N:15][CH:14]=4)[N:10]=[C:6]3[CH:5]=[CH:4][CH:3]=2)[CH2:22][CH2:21]1. The catalyst class is: 6. (2) Reactant: FC(F)(F)C(O)=O.C(OC([NH:15][C:16]1[C:21]2[C:22](=[O:32])[C:23]3[S:31][CH:30]=[CH:29][C:24]=3[CH2:25][S:26](=[O:28])(=[O:27])[C:20]=2[CH:19]=[CH:18][CH:17]=1)=O)(C)(C)C.O.[OH-].[Na+]. Product: [NH2:15][C:16]1[C:21]2[C:22](=[O:32])[C:23]3[S:31][CH:30]=[CH:29][C:24]=3[CH2:25][S:26](=[O:28])(=[O:27])[C:20]=2[CH:19]=[CH:18][CH:17]=1. The catalyst class is: 372. (3) Reactant: [Cl:1][C:2]1[CH:3]=[CH:4][C:5]([N:16]2[CH:20]=[C:19]([C:21]([F:24])([F:23])[F:22])[N:18]=[N:17]2)=[C:6]([C:8]2[CH:13]=[C:12]([O:14]C)[N:11]=[CH:10][N:9]=2)[CH:7]=1.Br. Product: [Cl:1][C:2]1[CH:3]=[CH:4][C:5]([N:16]2[CH:20]=[C:19]([C:21]([F:23])([F:22])[F:24])[N:18]=[N:17]2)=[C:6]([C:8]2[N:9]=[CH:10][N:11]=[C:12]([OH:14])[CH:13]=2)[CH:7]=1. The catalyst class is: 52. (4) Reactant: C1C(=O)N(O[C:9]([CH2:11][CH2:12][N:13]2[C:18](=[O:19])[CH:17]=[CH:16][C:14]2=[O:15])=[O:10])C(=O)C1.[NH2:20][CH2:21][CH2:22][CH2:23][Si:24]([O:31][CH2:32][CH3:33])([O:28][CH2:29][CH3:30])[O:25][CH2:26][CH3:27]. Product: [C:14]1(=[O:15])[N:13]([CH2:12][CH2:11][C:9]([NH:20][CH2:21][CH2:22][CH2:23][Si:24]([O:31][CH2:32][CH3:33])([O:25][CH2:26][CH3:27])[O:28][CH2:29][CH3:30])=[O:10])[C:18](=[O:19])[CH:17]=[CH:16]1. The catalyst class is: 454.